From a dataset of Forward reaction prediction with 1.9M reactions from USPTO patents (1976-2016). Predict the product of the given reaction. Given the reactants Cl[C:2]1[N:3]=[CH:4][C:5]([C:8]2[N:9]=[C:10]([N:18]3[CH2:23][CH2:22][C@H:21]([NH:24][C:25]([C:27]4[NH:28][C:29]([CH3:34])=[C:30]([Cl:33])[C:31]=4[Cl:32])=[O:26])[C@H:20]([O:35][CH3:36])[CH2:19]3)[S:11][C:12]=2[C:13]([O:15][CH2:16][CH3:17])=[O:14])=[N:6][CH:7]=1.[CH3:37][N:38]1[CH2:43][CH2:42][NH:41][CH2:40][CH2:39]1.C(N(CC)C(C)C)(C)C.O, predict the reaction product. The product is: [Cl:32][C:31]1[C:30]([Cl:33])=[C:29]([CH3:34])[NH:28][C:27]=1[C:25]([NH:24][C@H:21]1[CH2:22][CH2:23][N:18]([C:10]2[S:11][C:12]([C:13]([O:15][CH2:16][CH3:17])=[O:14])=[C:8]([C:5]3[CH:4]=[N:3][C:2]([N:41]4[CH2:42][CH2:43][N:38]([CH3:37])[CH2:39][CH2:40]4)=[CH:7][N:6]=3)[N:9]=2)[CH2:19][C@H:20]1[O:35][CH3:36])=[O:26].